From a dataset of Forward reaction prediction with 1.9M reactions from USPTO patents (1976-2016). Predict the product of the given reaction. (1) Given the reactants [C:1]([O:5][C:6]([C:8]1[CH:28]=[CH:27][C:11]([CH2:12][N:13]2[CH:22]=[CH:21][C:20]3[C:15](=[CH:16][C:17]([C:23](O)=[O:24])=[CH:18][CH:19]=3)[C:14]2=[O:26])=[CH:10][CH:9]=1)=[O:7])([CH3:4])([CH3:3])[CH3:2].[CH3:29][O:30][C:31]1[CH:36]=[C:35]([CH2:37][NH2:38])[CH:34]=[CH:33][N:32]=1, predict the reaction product. The product is: [C:1]([O:5][C:6](=[O:7])[C:8]1[CH:28]=[CH:27][C:11]([CH2:12][N:13]2[CH:22]=[CH:21][C:20]3[C:15](=[CH:16][C:17]([C:23](=[O:24])[NH:38][CH2:37][C:35]4[CH:34]=[CH:33][N:32]=[C:31]([O:30][CH3:29])[CH:36]=4)=[CH:18][CH:19]=3)[C:14]2=[O:26])=[CH:10][CH:9]=1)([CH3:4])([CH3:3])[CH3:2]. (2) Given the reactants [F:1][C:2]1[CH:3]=[C:4]2[C:12](=[CH:13][CH:14]=1)[NH:11][C:10]1[C:9]([O:15][CH3:16])=[C:8]3[NH:17][C:18]4[CH:19]=[CH:20][C:21]([F:24])=[CH:22][C:23]=4[C:7]3=[CH:6][C:5]2=1.[H-].[Na+].Cl[CH2:28][C:29]#[N:30].S(C)[CH3:32].C[N:35]([CH:37]=O)C, predict the reaction product. The product is: [F:24][C:21]1[CH:22]=[C:23]2[C:18](=[CH:19][CH:20]=1)[N:17]([CH2:28][CH2:29][NH2:30])[C:8]1[C:9]([O:15][CH3:16])=[C:10]3[N:11]([CH2:32][CH2:37][NH2:35])[C:12]4[CH:13]=[CH:14][C:2]([F:1])=[CH:3][C:4]=4[C:5]3=[CH:6][C:7]2=1. (3) Given the reactants [Si]([O:8][CH:9]([C:22]1[O:23][C:24]([C:27]2[CH:32]=[CH:31][CH:30]=[CH:29][C:28]=2[OH:33])=[CH:25][N:26]=1)[CH2:10][CH2:11][CH2:12][CH2:13][CH2:14][CH2:15][C:16]1[CH:21]=[CH:20][CH:19]=[CH:18][CH:17]=1)(C(C)(C)C)(C)C.[Si](OC(C1OC([Sn](CCCC)(CCCC)CCCC)=CN=1)CCCCCCC1C=CC=CC=1)(C(C)(C)C)(C)C.IC1C=CC=CC=1O, predict the reaction product. The product is: [OH:33][C:28]1[CH:29]=[CH:30][CH:31]=[CH:32][C:27]=1[C:24]1[O:23][C:22]([C:9](=[O:8])[CH2:10][CH2:11][CH2:12][CH2:13][CH2:14][CH2:15][C:16]2[CH:17]=[CH:18][CH:19]=[CH:20][CH:21]=2)=[N:26][CH:25]=1. (4) Given the reactants [Br:1][C:2]1[C:10]2[N:9]=[C:8](Cl)[N:7]([CH3:12])[C:6]=2[C:5]([CH:13]([CH2:16][CH3:17])[CH2:14][CH3:15])=[CH:4][CH:3]=1.[Cl:18][C:19]1[CH:24]=[C:23]([Cl:25])[CH:22]=[C:21]([CH3:26])[C:20]=1[OH:27].C(=O)([O-])[O-].[K+].[K+].CN(C)C=O, predict the reaction product. The product is: [Br:1][C:2]1[C:10]2[N:9]=[C:8]([O:27][C:20]3[C:21]([CH3:26])=[CH:22][C:23]([Cl:25])=[CH:24][C:19]=3[Cl:18])[N:7]([CH3:12])[C:6]=2[C:5]([CH:13]([CH2:16][CH3:17])[CH2:14][CH3:15])=[CH:4][CH:3]=1. (5) Given the reactants [NH2:1][CH2:2][CH2:3][CH2:4][O:5][C:6]1[CH:7]=[C:8]2[C:13](=[CH:14][CH:15]=1)[N:12]([CH3:16])[C:11](=[O:17])[CH:10]=[CH:9]2.[CH3:18][N:19]([C:24]1[CH:29]=[CH:28][CH:27]=[CH:26][C:25]=1[CH3:30])[C:20](=[O:23])[CH:21]=[CH2:22], predict the reaction product. The product is: [CH3:18][N:19]([C:24]1[CH:29]=[CH:28][CH:27]=[CH:26][C:25]=1[CH3:30])[C:20](=[O:23])[CH2:21][CH2:22][NH:1][CH2:2][CH2:3][CH2:4][O:5][C:6]1[CH:7]=[C:8]2[C:13](=[CH:14][CH:15]=1)[N:12]([CH3:16])[C:11](=[O:17])[CH:10]=[CH:9]2. (6) Given the reactants C(N(CC)CC)C.[Cl:8][C:9]1[CH:17]=[CH:16][C:12]([C:13](O)=[O:14])=[CH:11][C:10]=1[NH:18][C:19]([C:21]1[C:32](=[O:33])[NH:31][C:24]2[N:25]=[C:26]([O:29][CH3:30])[N:27]=[CH:28][C:23]=2[CH:22]=1)=[O:20].CN(C(ON1N=NC2C=CC=NC1=2)=[N+](C)C)C.F[P-](F)(F)(F)(F)F.[C:58]([O:62][C:63](=[O:75])[NH:64][CH2:65][CH:66]([NH2:74])[C:67]1[CH:72]=[CH:71][CH:70]=[C:69]([Cl:73])[CH:68]=1)([CH3:61])([CH3:60])[CH3:59], predict the reaction product. The product is: [C:58]([O:62][C:63](=[O:75])[NH:64][CH2:65][CH:66]([NH:74][C:13](=[O:14])[C:12]1[CH:16]=[CH:17][C:9]([Cl:8])=[C:10]([NH:18][C:19]([C:21]2[C:32](=[O:33])[NH:31][C:24]3[N:25]=[C:26]([O:29][CH3:30])[N:27]=[CH:28][C:23]=3[CH:22]=2)=[O:20])[CH:11]=1)[C:67]1[CH:72]=[CH:71][CH:70]=[C:69]([Cl:73])[CH:68]=1)([CH3:61])([CH3:59])[CH3:60]. (7) Given the reactants FC1C(O)=CC=C(F)C=1C(OC)C(O)=O.[C:16]([C:18]1[CH:40]=[CH:39][C:21]([CH2:22][NH:23][C:24](=[O:38])[CH:25]([C:29]2[C:34]([F:35])=[CH:33][CH:32]=[C:31]([OH:36])[C:30]=2[F:37])[O:26][CH2:27]C)=[CH:20][CH:19]=1)#[N:17], predict the reaction product. The product is: [C:16]([C:18]1[CH:19]=[CH:20][C:21]([CH2:22][NH:23][C:24](=[O:38])[CH:25]([C:29]2[C:34]([F:35])=[CH:33][CH:32]=[C:31]([OH:36])[C:30]=2[F:37])[O:26][CH3:27])=[CH:39][CH:40]=1)#[N:17]. (8) Given the reactants [CH2:1]([N:4]1[CH2:9][CH2:8][O:7][CH:6]([C:10]2[CH:15]=[CH:14][C:13]([OH:16])=[CH:12][CH:11]=2)[CH2:5]1)[CH2:2][CH3:3].[Br:17]N1C(=O)CCC1=O, predict the reaction product. The product is: [Br:17][C:12]1[CH:11]=[C:10]([CH:6]2[O:7][CH2:8][CH2:9][N:4]([CH2:1][CH2:2][CH3:3])[CH2:5]2)[CH:15]=[CH:14][C:13]=1[OH:16].